Dataset: Catalyst prediction with 721,799 reactions and 888 catalyst types from USPTO. Task: Predict which catalyst facilitates the given reaction. (1) Reactant: F[C:2]1[CH:30]=[CH:29][C:28]([C:31]([F:34])([F:33])[F:32])=[CH:27][C:3]=1[C:4]([NH:6][CH2:7][C:8](=[O:26])[NH:9][CH:10]1[CH2:13][N:12]([CH:14]2[CH2:19][CH2:18][CH:17]([C:20]3[CH:25]=[CH:24][CH:23]=[CH:22][CH:21]=3)[CH2:16][CH2:15]2)[CH2:11]1)=[O:5].[CH3:35][O-:36].[Na+]. Product: [CH3:35][O:36][C:2]1[CH:30]=[CH:29][C:28]([C:31]([F:33])([F:34])[F:32])=[CH:27][C:3]=1[C:4]([NH:6][CH2:7][C:8](=[O:26])[NH:9][CH:10]1[CH2:11][N:12]([CH:14]2[CH2:15][CH2:16][CH:17]([C:20]3[CH:25]=[CH:24][CH:23]=[CH:22][CH:21]=3)[CH2:18][CH2:19]2)[CH2:13]1)=[O:5]. The catalyst class is: 5. (2) Reactant: [OH:1][C:2]1[S:3][C:4]2[CH2:14][CH2:13][C:12]3[C:7](=[CH:8][CH:9]=[CH:10][C:11]=3[O:15][CH2:16][C:17]([O:19][CH2:20][CH3:21])=[O:18])[C:5]=2[N:6]=1.[H-].[Na+].[C:24]1([CH:30]([C:34]2[CH:39]=[CH:38][CH:37]=[CH:36][CH:35]=2)[CH2:31][CH2:32]I)[CH:29]=[CH:28][CH:27]=[CH:26][CH:25]=1.CN(C)C=O. Product: [C:24]1([CH:30]([C:34]2[CH:35]=[CH:36][CH:37]=[CH:38][CH:39]=2)[CH2:31][CH2:32][O:1][C:2]2[S:3][C:4]3[CH2:14][CH2:13][C:12]4[C:7](=[CH:8][CH:9]=[CH:10][C:11]=4[O:15][CH2:16][C:17]([O:19][CH2:20][CH3:21])=[O:18])[C:5]=3[N:6]=2)[CH:29]=[CH:28][CH:27]=[CH:26][CH:25]=1. The catalyst class is: 6. (3) Reactant: N#N.[N+:3]([C:6]1[CH:7]=[N:8][N:9]([CH2:11][C:12]2[O:16][C:15]([CH:17]=[O:18])=[CH:14][CH:13]=2)[CH:10]=1)([O-:5])=[O:4].[CH3:19][Mg]Br.[NH4+].[Cl-]. Product: [N+:3]([C:6]1[CH:7]=[N:8][N:9]([CH2:11][C:12]2[O:16][C:15]([CH:17]([OH:18])[CH3:19])=[CH:14][CH:13]=2)[CH:10]=1)([O-:5])=[O:4]. The catalyst class is: 1. (4) Reactant: [Br:1][C:2]1[CH:3]([CH2:16][NH:17]C(=O)OC(C)(C)C)[O:4][B:5]2[C:14]3[C:13]=1[CH:12]=[CH:11][O:10][CH2:9][C:8]=3[CH:7]([CH3:15])[O:6]2.[ClH:25]. Product: [ClH:25].[Br:1][C:2]1[CH:3]([CH2:16][NH2:17])[O:4][B:5]2[C:14]3[C:13]=1[CH:12]=[CH:11][O:10][CH2:9][C:8]=3[CH:7]([CH3:15])[O:6]2. The catalyst class is: 28. (5) Product: [C:19]([Si:16]([CH3:18])([CH3:17])[O:15][CH2:14][CH2:13][O:5][CH2:4][CH2:3][C:2]([CH3:9])([CH3:1])[CH2:6][CH2:7][OH:8])([CH3:22])([CH3:21])[CH3:20]. Reactant: [CH3:1][C:2]([CH3:9])([CH2:6][CH2:7][OH:8])[CH2:3][CH2:4][OH:5].[H-].[Na+].Br[CH2:13][CH2:14][O:15][Si:16]([C:19]([CH3:22])([CH3:21])[CH3:20])([CH3:18])[CH3:17].O. The catalyst class is: 9.